Predict which catalyst facilitates the given reaction. From a dataset of Catalyst prediction with 721,799 reactions and 888 catalyst types from USPTO. (1) Product: [OH:1][CH:2]([C:6]1[CH:7]=[N:8][N:9]([CH3:31])[C:10]=1[NH:11][C:12]([C:25]1[CH:30]=[CH:29][CH:28]=[CH:27][CH:26]=1)([C:13]1[CH:18]=[CH:17][CH:16]=[CH:15][CH:14]=1)[C:19]1[CH:20]=[CH:21][CH:22]=[CH:23][CH:24]=1)[CH2:3][CH2:4][NH:5][C:32](=[O:33])[O:34][C:35]([CH3:38])([CH3:37])[CH3:36]. The catalyst class is: 810. Reactant: [OH:1][CH:2]([C:6]1[CH:7]=[N:8][N:9]([CH3:31])[C:10]=1[NH:11][C:12]([C:25]1[CH:30]=[CH:29][CH:28]=[CH:27][CH:26]=1)([C:19]1[CH:24]=[CH:23][CH:22]=[CH:21][CH:20]=1)[C:13]1[CH:18]=[CH:17][CH:16]=[CH:15][CH:14]=1)[CH2:3][C:4]#[N:5].[C:32](O[C:32]([O:34][C:35]([CH3:38])([CH3:37])[CH3:36])=[O:33])([O:34][C:35]([CH3:38])([CH3:37])[CH3:36])=[O:33]. (2) Reactant: [OH:1][C:2]1[CH:19]=[CH:18][C:5]([O:6][C:7]2[C:15]([I:16])=[CH:14][C:10]([C:11](O)=[O:12])=[CH:9][C:8]=2[I:17])=[CH:4][CH:3]=1.B.C1COCC1. Product: [OH:12][CH2:11][C:10]1[CH:9]=[C:8]([I:17])[C:7]([O:6][C:5]2[CH:18]=[CH:19][C:2]([OH:1])=[CH:3][CH:4]=2)=[C:15]([I:16])[CH:14]=1. The catalyst class is: 1. (3) Reactant: O.[OH-].[Li+].[CH2:4]([O:6][CH2:7][C@@H:8]([C:35]([O:37]C)=[O:36])[NH:9][C:10]([C:12]1[C:21]([NH:22][C:23]([NH:25][C:26]2[C:31]([CH3:32])=[CH:30][C:29]([CH3:33])=[CH:28][C:27]=2[CH3:34])=[O:24])=[CH:20][C:19]2[C:14](=[CH:15][CH:16]=[CH:17][CH:18]=2)[CH:13]=1)=[O:11])[CH3:5].O.Cl. Product: [CH2:4]([O:6][CH2:7][C@@H:8]([C:35]([OH:37])=[O:36])[NH:9][C:10]([C:12]1[C:21]([NH:22][C:23]([NH:25][C:26]2[C:31]([CH3:32])=[CH:30][C:29]([CH3:33])=[CH:28][C:27]=2[CH3:34])=[O:24])=[CH:20][C:19]2[C:14](=[CH:15][CH:16]=[CH:17][CH:18]=2)[CH:13]=1)=[O:11])[CH3:5]. The catalyst class is: 12. (4) Reactant: [C-]#[N:2].[Na+].[NH2:4][C:5]1[CH:10]=[CH:9][C:8]([CH3:11])=[CH:7][CH:6]=1.[C:12]1(=O)[CH2:18][CH2:17][CH2:16][CH2:15][CH2:14][CH2:13]1.C(OCC)(=O)C. Product: [CH3:11][C:8]1[CH:9]=[CH:10][C:5]([NH:4][C:14]2([C:13]#[N:2])[CH2:15][CH2:16][CH2:17][CH2:18][CH2:12]2)=[CH:6][CH:7]=1. The catalyst class is: 15. (5) Product: [CH3:19][O:5][C:4](=[O:6])[C:3]1[CH:7]=[CH:8][C:9]([F:11])=[N:10][C:2]=1[F:1]. Reactant: [F:1][C:2]1[N:10]=[C:9]([F:11])[CH:8]=[CH:7][C:3]=1[C:4]([OH:6])=[O:5].CO.S(=O)(=O)(O)O.[C:19](=O)([O-])[O-].[K+].[K+]. The catalyst class is: 6. (6) Reactant: [N:1]1([C:6]2[N:11]=[N:10][C:9]([O:12][CH:13]3[CH2:18][CH2:17][CH2:16][N:15](CC4C=CC=CC=4)[CH2:14]3)=[CH:8][CH:7]=2)[CH:5]=[CH:4][N:3]=[CH:2]1. Product: [N:1]1([C:6]2[N:11]=[N:10][C:9]([O:12][CH:13]3[CH2:18][CH2:17][CH2:16][NH:15][CH2:14]3)=[CH:8][CH:7]=2)[CH:5]=[CH:4][N:3]=[CH:2]1. The catalyst class is: 19.